This data is from Forward reaction prediction with 1.9M reactions from USPTO patents (1976-2016). The task is: Predict the product of the given reaction. (1) Given the reactants [Br:1][C:2]1[C:7]([C:8]([NH2:10])=[O:9])=[C:6]([OH:11])[C:5]([O:12][CH3:13])=[CH:4][CH:3]=1.[CH2:14]=O.[C:16](=[O:19])([O-])[O-].[Na+].[Na+], predict the reaction product. The product is: [Br:1][C:2]1[C:7]2[C:8](=[O:9])[N:10]([CH2:16][OH:19])[CH2:14][O:11][C:6]=2[C:5]([O:12][CH3:13])=[CH:4][CH:3]=1. (2) Given the reactants [C:1]1([CH:7]([C:30]2[CH:35]=[CH:34][CH:33]=[CH:32][CH:31]=2)[N:8]2[C:16]3[C:11](=[CH:12][CH:13]=[CH:14][CH:15]=3)[C:10](O)([C:17]3[CH:18]=[C:19]4[C:24](=[CH:25][C:26]=3[OH:27])[N:23]=[CH:22][CH:21]=[N:20]4)[C:9]2=[O:29])[CH:6]=[CH:5][CH:4]=[CH:3][CH:2]=1, predict the reaction product. The product is: [C:30]1([CH:7]([C:1]2[CH:2]=[CH:3][CH:4]=[CH:5][CH:6]=2)[N:8]2[C:16]3[C:11](=[CH:12][CH:13]=[CH:14][CH:15]=3)[CH:10]([C:17]3[CH:18]=[C:19]4[C:24](=[CH:25][C:26]=3[OH:27])[N:23]=[CH:22][CH:21]=[N:20]4)[C:9]2=[O:29])[CH:31]=[CH:32][CH:33]=[CH:34][CH:35]=1. (3) Given the reactants [Cl:1][C:2]1[N:10]=[CH:9][CH:8]=[CH:7][C:3]=1[C:4]([OH:6])=[O:5].CI.[C:13](=O)([O-])[O-].[K+].[K+].C(OCC)(=O)C, predict the reaction product. The product is: [CH3:13][O:5][C:4](=[O:6])[C:3]1[CH:7]=[CH:8][CH:9]=[N:10][C:2]=1[Cl:1].